This data is from Forward reaction prediction with 1.9M reactions from USPTO patents (1976-2016). The task is: Predict the product of the given reaction. (1) Given the reactants [C:1]1([C:7]2[S:8][CH:9]=[CH:10][C:11]=2[C:12]([O:14][CH3:15])=[O:13])[CH:6]=[CH:5][CH:4]=[CH:3][CH:2]=1.C1C(=O)N([Cl:23])C(=O)C1.Cl(O)(=O)(=O)=O.O, predict the reaction product. The product is: [Cl:23][C:9]1[S:8][C:7]([C:1]2[CH:2]=[CH:3][CH:4]=[CH:5][CH:6]=2)=[C:11]([C:12]([O:14][CH3:15])=[O:13])[CH:10]=1. (2) The product is: [N+:1]([C:4]1[CH:5]=[CH:6][CH:7]=[C:8]2[C:12]=1[NH:11][C:10]([C:13]([NH2:40])=[O:14])=[C:9]2[S:16]([N:19]1[CH2:24][CH2:23][O:22][C@H:21]([CH2:25][O:26][C:27]2[CH:28]=[CH:29][CH:30]=[CH:31][CH:32]=2)[CH2:20]1)(=[O:18])=[O:17])([O-:3])=[O:2]. Given the reactants [N+:1]([C:4]1[CH:5]=[CH:6][CH:7]=[C:8]2[C:12]=1[NH:11][C:10]([C:13](O)=[O:14])=[C:9]2[S:16]([N:19]1[CH2:24][CH2:23][O:22][C@H:21]([CH2:25][O:26][C:27]2[CH:32]=[CH:31][CH:30]=[CH:29][CH:28]=2)[CH2:20]1)(=[O:18])=[O:17])([O-:3])=[O:2].C(Cl)(=O)C(Cl)=O.C[N:40](C=O)C, predict the reaction product. (3) Given the reactants [CH3:1][O:2][C:3]([C:5]1[CH:6]=[N:7][C:8]([C:11]([OH:13])=O)=[N:9][CH:10]=1)=[O:4].S(Cl)([Cl:16])=O, predict the reaction product. The product is: [Cl:16][C:11]([C:8]1[N:7]=[CH:6][C:5]([C:3]([O:2][CH3:1])=[O:4])=[CH:10][N:9]=1)=[O:13].